From a dataset of Reaction yield outcomes from USPTO patents with 853,638 reactions. Predict the reaction yield, written as a fraction of the theoretical maximum amount of product (1.0 means a 100% yield; for example, 0.34 means a 34% yield). (1) The reactants are [CH3:1][O:2][C:3]([NH:5][C@H:6]([C:11]([N:13]1[CH2:17][C@@H:16]([CH3:18])[CH2:15][C@H:14]1[C:19]1[NH:20][C:21]([C:24]2[CH:29]=[C:28]3[CH2:30][O:31][C:32]4[CH:59]=[C:58]5[C:35]([CH:36]=[CH:37][C:38]6[N:42]=[C:41]([C@@H:43]7[CH2:47][C@H:46]([CH2:48][O:49][CH3:50])[CH2:45][N:44]7C(OC(C)(C)C)=O)[NH:40][C:39]=65)=[CH:34][C:33]=4[C:27]3=[CH:26][CH:25]=2)=[CH:22][N:23]=1)=[O:12])[C@@H:7]([CH2:9][CH3:10])[CH3:8])=[O:4].[CH3:60][O:61][C:62]([NH:64][C@@H:65]([C@@H:69]([CH3:72])[CH2:70][CH3:71])[C:66](O)=[O:67])=[O:63].CN(C(ON1N=NC2C=CC=NC1=2)=[N+](C)C)C.F[P-](F)(F)(F)(F)F.CN1CCOCC1. The catalyst is Cl.CCO.CN(C=O)C. The product is [CH3:1][O:2][C:3]([NH:5][C@@H:6]([C@H:7]([CH3:8])[CH2:9][CH3:10])[C:11]([N:13]1[CH2:17][C@@H:16]([CH3:18])[CH2:15][C@H:14]1[C:19]1[NH:20][C:21]([C:24]2[CH:29]=[C:28]3[CH2:30][O:31][C:32]4[CH:59]=[C:58]5[C:35]([CH:36]=[CH:37][C:38]6[N:42]=[C:41]([C@@H:43]7[CH2:47][C@H:46]([CH2:48][O:49][CH3:50])[CH2:45][N:44]7[C:66](=[O:67])[CH:65]([NH:64][C:62](=[O:63])[O:61][CH3:60])[C@H:69]([CH3:72])[CH2:70][CH3:71])[NH:40][C:39]=65)=[CH:34][C:33]=4[C:27]3=[CH:26][CH:25]=2)=[CH:22][N:23]=1)=[O:12])=[O:4]. The yield is 0.860. (2) The reactants are [CH2:1]1[C:9]2[C:4](=[CH:5][CH:6]=[CH:7][CH:8]=2)[CH2:3][CH:2]1[NH:10][C:11]([C:13]1[CH:35]=[CH:34][C:16]([O:17][C:18]2[CH:27]=[C:26]3[C:21]([CH:22]([C:28]([O:30]C)=[O:29])[CH2:23][CH2:24][O:25]3)=[CH:20][C:19]=2[C:32]#[N:33])=[CH:15][CH:14]=1)=[O:12].[OH-].[Na+].O.CO. The catalyst is C1COCC1.Cl.C(OCC)(=O)C. The product is [CH2:1]1[C:9]2[C:4](=[CH:5][CH:6]=[CH:7][CH:8]=2)[CH2:3][CH:2]1[NH:10][C:11]([C:13]1[CH:35]=[CH:34][C:16]([O:17][C:18]2[CH:27]=[C:26]3[C:21]([CH:22]([C:28]([OH:30])=[O:29])[CH2:23][CH2:24][O:25]3)=[CH:20][C:19]=2[C:32]#[N:33])=[CH:15][CH:14]=1)=[O:12]. The yield is 0.860. (3) The reactants are CN(C)CCOC1C=[CH:10][C:9]([NH:12][C:13]2[CH:21]=[CH:20][CH:19]=[C:18]3[C:14]=2[C:15](=[O:31])[N:16]([CH:23]2[CH2:28][CH2:27][C:26](=[O:29])[NH:25][C:24]2=[O:30])[C:17]3=[O:22])=[C:8](OC)[CH:7]=1.[ClH:35].[OH2:36].C[CH2:38][O:39][CH2:40][CH3:41]. The catalyst is C(Cl)Cl. The product is [ClH:35].[CH3:17][N:16]([CH3:23])[CH2:15][CH2:14][O:36][C:10]1[CH:41]=[C:40]([O:39][CH3:38])[CH:7]=[CH:8][C:9]=1[NH:12][C:13]1[CH:21]=[CH:20][CH:19]=[C:18]2[C:14]=1[C:15](=[O:31])[N:16]([CH:23]1[CH2:28][CH2:27][C:26](=[O:29])[NH:25][C:24]1=[O:30])[C:17]2=[O:22]. The yield is 1.00. (4) The reactants are [CH3:1][CH:2]([CH3:6])[CH:3]([OH:5])[CH3:4].[H-].[Na+].[C:9](/[N:13]=[CH:14]/[C:15]1[CH:20]=[C:19]([Cl:21])[CH:18]=[CH:17][C:16]=1F)([CH3:12])([CH3:11])[CH3:10]. The catalyst is O1CCOCC1. The product is [C:9](/[N:13]=[CH:14]/[C:15]1[CH:20]=[C:19]([Cl:21])[CH:18]=[CH:17][C:16]=1[O:5][CH:3]([CH3:4])[CH:2]([CH3:6])[CH3:1])([CH3:12])([CH3:11])[CH3:10]. The yield is 1.00. (5) The reactants are [Cl:1][C:2]1[CH:7]=[CH:6][C:5]([OH:8])=[CH:4][CH:3]=1.Br[C:10]1([C:14](OCC)=O)[CH2:13][CH2:12][CH2:11]1.[C:19](=[O:22])([O-])[O-:20].[K+].[K+].[CH3:25]N(C=O)C. No catalyst specified. The product is [CH2:14]([CH:10]1[CH2:11][CH2:12][C:13]1([O:8][C:5]1[CH:6]=[CH:7][C:2]([Cl:1])=[CH:3][CH:4]=1)[C:19]([OH:20])=[O:22])[CH3:25]. The yield is 0.260.